From a dataset of Forward reaction prediction with 1.9M reactions from USPTO patents (1976-2016). Predict the product of the given reaction. (1) Given the reactants [CH2:1]([NH:3][CH:4]([CH3:6])[CH3:5])[CH3:2].[Br:7][C:8]1[CH:9]=[CH:10][CH:11]=[C:12]2[C:17]=1[N:16]=[C:15](Cl)[N:14]=[C:13]2[OH:19], predict the reaction product. The product is: [Br:7][C:8]1[CH:9]=[CH:10][CH:11]=[C:12]2[C:17]=1[N:16]=[C:15]([N:3]([CH2:1][CH3:2])[CH:4]([CH3:6])[CH3:5])[N:14]=[C:13]2[OH:19]. (2) Given the reactants [Br:1][C:2]1[N:7]=[CH:6][C:5]2[N:8]=[C:9]([CH2:14][OH:15])[N:10]([CH:11]([CH3:13])[CH3:12])[C:4]=2[CH:3]=1.C1(C)C=CC(S(O)(=O)=O)=CC=1.[O:27]1[CH:32]=[CH:31][CH2:30][CH2:29][CH2:28]1, predict the reaction product. The product is: [Br:1][C:2]1[N:7]=[CH:6][C:5]2[N:8]=[C:9]([CH2:14][O:15][CH:28]3[CH2:29][CH2:30][CH2:31][CH2:32][O:27]3)[N:10]([CH:11]([CH3:12])[CH3:13])[C:4]=2[CH:3]=1. (3) Given the reactants [F:1][C:2]1[CH:8]=[CH:7][CH:6]=[CH:5][C:3]=1[NH2:4].C([Mg]Br)C=C.[F:14][C:15]1[CH:16]=[CH:17][C:18]2[N:23]=[C:22]([C:24]3[CH:29]=[CH:28][C:27]([N:30]4[CH2:34][CH2:33][CH2:32][CH2:31]4)=[CH:26][C:25]=3[O:35][CH:36]3[CH2:41][CH2:40][N:39]([CH3:42])[CH2:38][CH2:37]3)[O:21][C:20](=[O:43])[C:19]=2[CH:44]=1.[N-]=C=O, predict the reaction product. The product is: [F:14][C:15]1[CH:16]=[CH:17][C:18]([NH:23][C:22](=[O:21])[C:24]2[CH:29]=[CH:28][C:27]([N:30]3[CH2:31][CH2:32][CH2:33][CH2:34]3)=[CH:26][C:25]=2[O:35][CH:36]2[CH2:41][CH2:40][N:39]([CH3:42])[CH2:38][CH2:37]2)=[C:19]([CH:44]=1)[C:20]([NH:4][C:3]1[CH:5]=[CH:6][CH:7]=[CH:8][C:2]=1[F:1])=[O:43]. (4) Given the reactants [F:1][C:2]1[CH:16]=[C:15]([F:17])[CH:14]=[CH:13][C:3]=1[CH2:4][O:5][C:6]1[CH:11]=[CH:10][NH:9][C:8](=[O:12])[CH:7]=1.Br[C:19]1[CH:20]=[CH:21][C:22]2[C:31]3[CH2:30][CH2:29][N:28](C(OC(C)(C)C)=O)[CH2:27][CH2:26][C:25]=3[N:24]([CH3:39])[C:23]=2[N:40]=1.OC1C=CC=C2C=1N=CC=C2.C([O-])([O-])=O.[Cs+].[Cs+].[ClH:58], predict the reaction product. The product is: [ClH:58].[F:1][C:2]1[CH:16]=[C:15]([F:17])[CH:14]=[CH:13][C:3]=1[CH2:4][O:5][C:6]1[CH:11]=[CH:10][N:9]([C:19]2[CH:20]=[CH:21][C:22]3[C:31]4[CH2:30][CH2:29][NH:28][CH2:27][CH2:26][C:25]=4[N:24]([CH3:39])[C:23]=3[N:40]=2)[C:8](=[O:12])[CH:7]=1. (5) Given the reactants [F:1][C:2]1[CH:7]=[CH:6][CH:5]=[CH:4][C:3]=1[N:8]1[CH2:13][CH2:12][NH:11][CH2:10][CH2:9]1.[Cl:14][C:15]1[C:16](F)=[C:17]([F:44])[CH:18]=[C:19]2[C:24]=1[N:23]([C:25]1[CH:30]=[CH:29][CH:28]=[C:27](CN3CCCCC3)[CH:26]=1)[CH:22]=[C:21]([C:38]([O:40][CH2:41][CH3:42])=[O:39])[C:20]2=[O:43], predict the reaction product. The product is: [Cl:14][C:15]1[C:16]([N:11]2[CH2:12][CH2:13][N:8]([C:3]3[CH:4]=[CH:5][CH:6]=[CH:7][C:2]=3[F:1])[CH2:9][CH2:10]2)=[C:17]([F:44])[CH:18]=[C:19]2[C:24]=1[N:23]([C:25]1[CH:30]=[CH:29][CH:28]=[C:27]([CH2:25][N:23]3[CH2:24][CH2:19][CH2:20][CH2:21][CH2:22]3)[CH:26]=1)[CH:22]=[C:21]([C:38]([O:40][CH2:41][CH3:42])=[O:39])[C:20]2=[O:43]. (6) The product is: [Br:1][C:2]1[CH:7]=[CH:6][CH:5]=[CH:4][C:3]=1[NH:8][C:9](=[O:17])[O:10][CH2:11][C@@H:12]1[CH2:16][CH2:15][N:14]([CH3:18])[CH2:13]1. Given the reactants [Br:1][C:2]1[CH:7]=[CH:6][CH:5]=[CH:4][C:3]=1[NH:8][C:9](=[O:17])[O:10][CH2:11][C@@H:12]1[CH2:16][CH2:15][NH:14][CH2:13]1.[C:18](O)(=O)C.C=O, predict the reaction product. (7) Given the reactants CN(C(ON1N=NC2C=CC=NC1=2)=[N+](C)C)C.F[P-](F)(F)(F)(F)F.[CH3:25][O:26][C:27]1[CH:34]=[CH:33][C:30]([NH:31][CH3:32])=[CH:29][CH:28]=1.[C:35]([O:39][C:40]([NH:42][C@@H:43]([CH2:47][C:48]1[CH:53]=[CH:52][CH:51]=[C:50]([OH:54])[CH:49]=1)[C:44]([OH:46])=O)=[O:41])([CH3:38])([CH3:37])[CH3:36].CCN(C(C)C)C(C)C, predict the reaction product. The product is: [OH:54][C:50]1[CH:49]=[C:48]([CH2:47][C@H:43]([NH:42][C:40](=[O:41])[O:39][C:35]([CH3:36])([CH3:37])[CH3:38])[C:44]([N:31]([C:30]2[CH:33]=[CH:34][C:27]([O:26][CH3:25])=[CH:28][CH:29]=2)[CH3:32])=[O:46])[CH:53]=[CH:52][CH:51]=1. (8) Given the reactants [F:1][C:2]([F:40])([F:39])[C:3]1[CH:4]=[C:5]([C@H:13]([O:15][C@@H:16]2[C@@H:23]([C:24]3[CH:29]=[CH:28][CH:27]=[CH:26][C:25]=3[CH3:30])[C@H:22]3[N:18]([C:19](=[O:38])[CH:20]([N:31]4[CH2:36][CH2:35][C:34](=[O:37])[CH2:33][CH2:32]4)[CH2:21]3)[CH2:17]2)[CH3:14])[CH:6]=[C:7]([C:9]([F:12])([F:11])[F:10])[CH:8]=1.[BH4-].[Na+], predict the reaction product. The product is: [F:12][C:9]([F:10])([F:11])[C:7]1[CH:6]=[C:5]([C@H:13]([O:15][C@@H:16]2[C@@H:23]([C:24]3[CH:29]=[CH:28][CH:27]=[CH:26][C:25]=3[CH3:30])[C@H:22]3[N:18]([C:19](=[O:38])[CH:20]([N:31]4[CH2:32][CH2:33][CH:34]([OH:37])[CH2:35][CH2:36]4)[CH2:21]3)[CH2:17]2)[CH3:14])[CH:4]=[C:3]([C:2]([F:39])([F:40])[F:1])[CH:8]=1. (9) Given the reactants [CH3:1][C:2]1([CH3:14])[S:6][C@@H:5]2[C@H:7]([NH2:10])[C:8](=[O:9])[N:4]2[C@H:3]1[C:11]([OH:13])=[O:12].Cl.Cl[CH2:17][C:18]1[CH:23]=[CH:22][CH:21]=[CH:20][N:19]=1.[N:24]1[CH:29]=[CH:28][CH:27]=[CH:26][C:25]=1[CH:30]=O.[BH4-].[Na+], predict the reaction product. The product is: [N:19]1[CH:20]=[CH:21][CH:22]=[CH:23][C:18]=1[CH2:17][N:10]([CH2:30][C:25]1[CH:26]=[CH:27][CH:28]=[CH:29][N:24]=1)[C@@H:7]1[C:8](=[O:9])[N:4]2[C@H:5]1[S:6][C:2]([CH3:14])([CH3:1])[C@@H:3]2[C:11]([OH:13])=[O:12]. (10) Given the reactants [Cl:1][C:2]1[CH:7]=[CH:6][CH:5]=[C:4]([Cl:8])[C:3]=1[C:9]1[C:10]([OH:15])=[CH:11][CH:12]=[CH:13][CH:14]=1.[CH2:16](Br)[CH:17]=[CH2:18].C(=O)([O-])[O-].[K+].[K+].O, predict the reaction product. The product is: [CH2:18]([O:15][C:10]1[CH:11]=[CH:12][CH:13]=[CH:14][C:9]=1[C:3]1[C:2]([Cl:1])=[CH:7][CH:6]=[CH:5][C:4]=1[Cl:8])[CH:17]=[CH2:16].